Dataset: Reaction yield outcomes from USPTO patents with 853,638 reactions. Task: Predict the reaction yield, written as a fraction of the theoretical maximum amount of product (1.0 means a 100% yield; for example, 0.34 means a 34% yield). (1) The reactants are O1[C:5]2([CH2:10][CH2:9][CH:8]([N:11]3[C:16](=[O:17])[C:15]([CH2:18][C:19]4[CH:24]=[CH:23][C:22]([C:25]5[C:26]([C:31]#[N:32])=[CH:27][CH:28]=[CH:29][CH:30]=5)=[C:21]([F:33])[CH:20]=4)=[C:14]([CH2:34][CH2:35][CH3:36])[N:13]4[N:37]=[CH:38][N:39]=[C:12]34)[CH2:7][CH2:6]2)[O:4]CC1.Cl.O1CCCC1. The catalyst is C(OCC)(=O)C. The product is [F:33][C:21]1[CH:20]=[C:19]([CH2:18][C:15]2[C:16](=[O:17])[N:11]([CH:8]3[CH2:7][CH2:6][CH:5]([OH:4])[CH2:10][CH2:9]3)[C:12]3[N:13]([N:37]=[CH:38][N:39]=3)[C:14]=2[CH2:34][CH2:35][CH3:36])[CH:24]=[CH:23][C:22]=1[C:25]1[C:26]([C:31]#[N:32])=[CH:27][CH:28]=[CH:29][CH:30]=1. The yield is 0.880. (2) The reactants are FC(F)(F)C1C=C(NC(=O)NC2C=CC(C3SC(CCC(O)=O)=NC=3)=CC=2)C=CC=1.[Cl:31][C:32]1[CH:37]=[CH:36][CH:35]=[CH:34][C:33]=1[NH:38][C:39](=[O:59])[NH:40][C:41]1[CH:46]=[CH:45][C:44]([C:47]2[S:51][C:50]([CH2:52][CH2:53][CH2:54][C:55]([O:57]C)=[O:56])=[N:49][N:48]=2)=[CH:43][CH:42]=1. No catalyst specified. The product is [Cl:31][C:32]1[CH:37]=[CH:36][CH:35]=[CH:34][C:33]=1[NH:38][C:39](=[O:59])[NH:40][C:41]1[CH:42]=[CH:43][C:44]([C:47]2[S:51][C:50]([CH2:52][CH2:53][CH2:54][C:55]([OH:57])=[O:56])=[N:49][N:48]=2)=[CH:45][CH:46]=1. The yield is 0.770. (3) The reactants are [CH3:1][C:2]1[CH:7]=[C:6]([N+:8]([O-])=O)[CH:5]=[C:4]([CH3:11])[C:3]=1[OH:12].[H][H]. The catalyst is C(O)C.[Pd]. The product is [NH2:8][C:6]1[CH:7]=[C:2]([CH3:1])[C:3]([OH:12])=[C:4]([CH3:11])[CH:5]=1. The yield is 0.860.